This data is from Forward reaction prediction with 1.9M reactions from USPTO patents (1976-2016). The task is: Predict the product of the given reaction. Given the reactants [Cl:1][C:2]1[C:7]([C:8]2[N:12]=[C:11]([CH2:13][CH3:14])[O:10][N:9]=2)=[C:6](Cl)[N:5]=[CH:4][N:3]=1.[NH3:16], predict the reaction product. The product is: [Cl:1][C:2]1[N:3]=[CH:4][N:5]=[C:6]([NH2:16])[C:7]=1[C:8]1[N:12]=[C:11]([CH2:13][CH3:14])[O:10][N:9]=1.